Dataset: Peptide-MHC class II binding affinity with 134,281 pairs from IEDB. Task: Regression. Given a peptide amino acid sequence and an MHC pseudo amino acid sequence, predict their binding affinity value. This is MHC class II binding data. The peptide sequence is GRYKDEKDVTDITVK. The MHC is HLA-DQA10501-DQB10301 with pseudo-sequence HLA-DQA10501-DQB10301. The binding affinity (normalized) is 0.378.